From a dataset of Forward reaction prediction with 1.9M reactions from USPTO patents (1976-2016). Predict the product of the given reaction. (1) The product is: [CH2:1]([NH:8][C:9]1[N:14]=[C:13]([C:15]2[C:23]3[C:18](=[N:19][C:20]([NH:24][CH2:25][CH2:26][N:27]4[CH2:32][CH2:31][CH2:30][CH2:29][CH2:28]4)=[N:21][CH:22]=3)[NH:17][N:16]=2)[CH:12]=[CH:11][CH:10]=1)[C:2]1[CH:3]=[CH:4][CH:5]=[CH:6][CH:7]=1. Given the reactants [CH2:1]([NH:8][C:9]1[N:14]=[C:13]([C:15]2[C:23]3[C:18](=[N:19][C:20]([NH:24][CH2:25][CH2:26][N:27]4[CH2:32][CH2:31][CH2:30][CH2:29][CH2:28]4)=[N:21][CH:22]=3)[N:17](COCC[Si](C)(C)C)[N:16]=2)[CH:12]=[CH:11][CH:10]=1)[C:2]1[CH:7]=[CH:6][CH:5]=[CH:4][CH:3]=1.C(C(O)=O)(F)(F)F, predict the reaction product. (2) Given the reactants Cl.[NH:2]1[CH2:7][CH2:6][CH:5]([S:8]([NH2:11])(=[O:10])=[O:9])[CH2:4][CH2:3]1.Cl[C:13]1[N:18]=[CH:17][C:16]([B:19]([OH:21])[OH:20])=[CH:15][N:14]=1, predict the reaction product. The product is: [S:8]([CH:5]1[CH2:6][CH2:7][N:2]([C:13]2[N:18]=[CH:17][C:16]([B:19]([OH:21])[OH:20])=[CH:15][N:14]=2)[CH2:3][CH2:4]1)(=[O:10])(=[O:9])[NH2:11]. (3) Given the reactants [F:1][C:2]1[CH:3]=[C:4]2[C:9](=[CH:10][CH:11]=1)[CH:8]=[N:7][C:6]([NH:12][C:13](=[O:35])[O:14][CH2:15][C@@H:16]([N:21]([CH3:34])[C:22]([NH:24][CH2:25][C:26]1[CH:31]=[CH:30][CH:29]=[C:28]([F:32])[C:27]=1[Cl:33])=[O:23])[CH2:17][CH2:18][CH2:19][NH2:20])=[CH:5]2.CCN(C(C)C)C(C)C.[N:45]([CH2:48][C:49]([O:51][CH2:52][CH3:53])=[O:50])=[C:46]=[O:47], predict the reaction product. The product is: [Cl:33][C:27]1[C:28]([F:32])=[CH:29][CH:30]=[CH:31][C:26]=1[CH2:25][NH:24][C:22](=[O:23])[N:21]([CH3:34])[C@H:16]([CH2:15][O:14][C:13](=[O:35])[NH:12][C:6]1[N:7]=[CH:8][C:9]2[C:4]([CH:5]=1)=[CH:3][C:2]([F:1])=[CH:11][CH:10]=2)[CH2:17][CH2:18][CH2:19][NH:20][C:46](=[O:47])[NH:45][CH2:48][C:49]([O:51][CH2:52][CH3:53])=[O:50]. (4) Given the reactants [N:1]1[C:5]2[CH:6]=[CH:7][CH:8]=[CH:9][C:4]=2[NH:3][C:2]=1[CH2:10][O:11][C:12]1[CH:17]=[CH:16][CH:15]=[C:14]([O:18][CH3:19])[CH:13]=1.C([O-])([O-])=O.[K+].[K+].Br[CH2:27][C:28]([CH3:30])=[CH2:29], predict the reaction product. The product is: [CH3:29][C:28](=[CH2:27])[CH2:30][N:1]1[C:5]2[CH:6]=[CH:7][CH:8]=[CH:9][C:4]=2[N:3]=[C:2]1[CH2:10][O:11][C:12]1[CH:17]=[CH:16][CH:15]=[C:14]([O:18][CH3:19])[CH:13]=1. (5) Given the reactants [F:1][C@H:2]1[CH2:6][N:5](C(OC(C)(C)C)=O)[C@H:4]([C:14](=[O:34])[NH:15][CH2:16][C:17]2[CH:22]=[C:21]([C:23]3[CH:24]=[N:25][C:26]([C:29]([F:32])([F:31])[F:30])=[CH:27][CH:28]=3)[C:20]([CH3:33])=[CH:19][N:18]=2)[CH2:3]1.[ClH:35], predict the reaction product. The product is: [ClH:35].[F:1][CH:2]1[CH2:6][NH:5][CH:4]([C:14]([NH:15][CH2:16][C:17]2[CH:22]=[C:21]([C:23]3[CH:24]=[N:25][C:26]([C:29]([F:32])([F:31])[F:30])=[CH:27][CH:28]=3)[C:20]([CH3:33])=[CH:19][N:18]=2)=[O:34])[CH2:3]1. (6) Given the reactants Cl[C:2]1[C:11]2[C:6](=[C:7]([CH3:12])[CH:8]=[CH:9][CH:10]=2)[N:5]=[C:4]([C:13]([F:22])([F:21])[C:14]2[CH:19]=[CH:18][C:17]([F:20])=[CH:16][N:15]=2)[N:3]=1.C(OC([N:30]1[C:34]([CH3:35])=[CH:33][C:32]([NH2:36])=[N:31]1)=O)(C)(C)C.C(O)(=O)C, predict the reaction product. The product is: [F:21][C:13]([F:22])([C:14]1[CH:19]=[CH:18][C:17]([F:20])=[CH:16][N:15]=1)[C:4]1[N:3]=[C:2]([NH:36][C:32]2[CH:33]=[C:34]([CH3:35])[NH:30][N:31]=2)[C:11]2[C:6](=[C:7]([CH3:12])[CH:8]=[CH:9][CH:10]=2)[N:5]=1. (7) Given the reactants [CH3:1][CH:2]([N:4]([CH2:15][C:16]1[N:17]=[C:18]2[CH:23]=[CH:22][CH:21]=[C:20]([N:24]3[CH2:29][CH2:28][N:27]([CH3:30])[CH2:26][CH2:25]3)[N:19]2[C:31]=1[CH:32]=O)[C@@H:5]1[C:14]2[N:13]=[CH:12][CH:11]=[CH:10][C:9]=2[CH2:8][CH2:7][CH2:6]1)[CH3:3].Cl.[NH2:35]O, predict the reaction product. The product is: [CH3:1][CH:2]([N:4]([CH2:15][C:16]1[N:17]=[C:18]2[CH:23]=[CH:22][CH:21]=[C:20]([N:24]3[CH2:29][CH2:28][N:27]([CH3:30])[CH2:26][CH2:25]3)[N:19]2[C:31]=1[C:32]#[N:35])[C@@H:5]1[C:14]2[N:13]=[CH:12][CH:11]=[CH:10][C:9]=2[CH2:8][CH2:7][CH2:6]1)[CH3:3]. (8) Given the reactants [NH2:1][C@H:2]([C:7]([OH:9])=[O:8])[CH2:3][C:4](=[O:6])N.N[C@H](C(O)=[O:16])C(C)C.[NH2:18][CH:19]([NH2:21])[CH3:20].[C:22]([C:26]1[C:27]([NH:29][C:30](=[O:32])[CH:31]=1)=[O:28])(=[O:25])[CH2:23][CH3:24].[NH:33](C(OCC1C2C(=CC=CC=2)C2C1=CC=CC=2)=O)[C@H:34]([C:39]([OH:41])=[O:40])[CH2:35][CH2:36][S:37][CH3:38], predict the reaction product. The product is: [NH2:33][C@H:34]([C:39]([OH:41])=[O:40])[CH2:35][CH2:36][S:37][CH3:38].[NH2:1][C@@H:2]([C:7]([OH:9])=[O:8])[CH2:3][C:4]([OH:16])=[O:6].[NH2:18][CH:19]([NH2:21])[CH3:20].[C:22]([C:26]1[C:27]([NH:29][C:30](=[O:32])[CH:31]=1)=[O:28])(=[O:25])[CH2:23][CH3:24].